From a dataset of Catalyst prediction with 721,799 reactions and 888 catalyst types from USPTO. Predict which catalyst facilitates the given reaction. (1) Reactant: [CH3:1][O:2][C:3]([CH:5]1[CH2:32][CH2:31][CH2:30][C@@:7]2([CH2:11][C@H:10]([O:12][Si:13]([C:26]([CH3:29])([CH3:28])[CH3:27])([C:20]3[CH:25]=[CH:24][CH:23]=[CH:22][CH:21]=3)[C:14]3[CH:19]=[CH:18][CH:17]=[CH:16][CH:15]=3)[CH2:9][CH2:8]2)[C:6]1=[O:33])=[O:4].FC(F)(F)C(O)=O.C([SiH](CC)CC)C.C(=O)([O-])[O-].[K+].[K+]. Product: [CH3:1][O:2][C:3]([CH:5]1[CH2:32][CH2:31][CH2:30][C@@:7]2([CH2:11][C@H:10]([O:12][Si:13]([C:26]([CH3:29])([CH3:27])[CH3:28])([C:14]3[CH:15]=[CH:16][CH:17]=[CH:18][CH:19]=3)[C:20]3[CH:21]=[CH:22][CH:23]=[CH:24][CH:25]=3)[CH2:9][CH2:8]2)[CH:6]1[OH:33])=[O:4]. The catalyst class is: 93. (2) The catalyst class is: 742. Product: [Cl:1][C:2]1[C:3]([N:8]2[C:12]([C:13]([O:15][CH3:16])=[O:14])=[CH:11][C:10]([CH:17]=[O:18])=[N:9]2)=[N:4][CH:5]=[CH:6][CH:7]=1. Reactant: [Cl:1][C:2]1[C:3]([N:8]2[C:12]([C:13]([O:15][CH3:16])=[O:14])=[CH:11][C:10]([CH2:17][OH:18])=[N:9]2)=[N:4][CH:5]=[CH:6][CH:7]=1. (3) Reactant: C(OC(=O)[NH:7][C@@H:8]1[C@H:13]([NH:14][C:15]2[N:16]=[CH:17][C:18]3[S:23][CH:22]=[C:21]([C:24](=[O:36])[NH:25][C:26]4[C:34]5[N:33]=[CH:32][N:31]([CH3:35])[C:30]=5[CH:29]=[CH:28][CH:27]=4)[C:19]=3[N:20]=2)[CH2:12][CH2:11][O:10][CH2:9]1)(C)(C)C.[ClH:38]. Product: [ClH:38].[CH3:35][N:31]1[C:30]2[CH:29]=[CH:28][CH:27]=[C:26]([NH:25][C:24]([C:21]3[C:19]4[N:20]=[C:15]([NH:14][C@@H:13]5[CH2:12][CH2:11][O:10][CH2:9][C@@H:8]5[NH2:7])[N:16]=[CH:17][C:18]=4[S:23][CH:22]=3)=[O:36])[C:34]=2[N:33]=[CH:32]1. The catalyst class is: 12.